This data is from Full USPTO retrosynthesis dataset with 1.9M reactions from patents (1976-2016). The task is: Predict the reactants needed to synthesize the given product. (1) Given the product [OH:34][C:30]1[CH:29]=[C:28]([CH:33]=[CH:32][CH:31]=1)[CH2:27][NH:26][C:25]([C:19]1[S:18][C:17]([C:15]([NH:14][C@@H:4]([CH2:5][NH:6][C:7]([C:9]2[S:10][CH:11]=[CH:12][CH:13]=2)=[O:8])[C:3]([OH:36])=[O:2])=[O:16])=[C:21]([CH:22]([CH3:24])[CH3:23])[CH:20]=1)=[O:35], predict the reactants needed to synthesize it. The reactants are: C[O:2][C:3](=[O:36])[C@@H:4]([NH:14][C:15]([C:17]1[S:18][C:19]([C:25](=[O:35])[NH:26][CH2:27][C:28]2[CH:33]=[CH:32][CH:31]=[C:30]([OH:34])[CH:29]=2)=[CH:20][C:21]=1[CH:22]([CH3:24])[CH3:23])=[O:16])[CH2:5][NH:6][C:7]([C:9]1[S:10][CH:11]=[CH:12][CH:13]=1)=[O:8].O.[OH-].[Li+].Cl. (2) Given the product [OH:3][CH2:4][C:5]1[CH:6]=[C:7]([C:11]#[C:12][CH2:13][N:14]2[CH:18]=[C:17]([C:19]3[N:27]([CH2:28][O:29][CH2:30][CH2:31][Si:32]([CH3:33])([CH3:35])[CH3:34])[C:26]4[C:25](=[O:36])[N:24]([CH2:37][CH2:38][CH3:39])[C:23](=[O:40])[N:22]([CH2:41][CH2:42][CH3:43])[C:21]=4[N:20]=3)[CH:16]=[N:15]2)[CH:8]=[CH:9][CH:10]=1, predict the reactants needed to synthesize it. The reactants are: C([O:3][C:4](=O)[C:5]1[CH:10]=[CH:9][CH:8]=[C:7]([C:11]#[C:12][CH2:13][N:14]2[CH:18]=[C:17]([C:19]3[N:27]([CH2:28][O:29][CH2:30][CH2:31][Si:32]([CH3:35])([CH3:34])[CH3:33])[C:26]4[C:25](=[O:36])[N:24]([CH2:37][CH2:38][CH3:39])[C:23](=[O:40])[N:22]([CH2:41][CH2:42][CH3:43])[C:21]=4[N:20]=3)[CH:16]=[N:15]2)[CH:6]=1)C.[BH4-].[Na+].O. (3) Given the product [Cl:18][CH2:19][CH2:20][CH2:21][S:11][C:9]1[CH:8]=[CH:7][C:5]2[N:6]=[C:2]([NH2:1])[S:3][C:4]=2[CH:10]=1, predict the reactants needed to synthesize it. The reactants are: [NH2:1][C:2]1[S:3][C:4]2[CH:10]=[C:9]([SH:11])[CH:8]=[CH:7][C:5]=2[N:6]=1.C(=O)([O-])[O-].[K+].[K+].[Cl:18][CH2:19][CH2:20][CH2:21]I.